From a dataset of NCI-60 drug combinations with 297,098 pairs across 59 cell lines. Regression. Given two drug SMILES strings and cell line genomic features, predict the synergy score measuring deviation from expected non-interaction effect. (1) Drug 1: C1=C(C(=O)NC(=O)N1)F. Drug 2: C1=NC2=C(N1)C(=S)N=CN2. Cell line: MDA-MB-435. Synergy scores: CSS=27.0, Synergy_ZIP=-9.93, Synergy_Bliss=-17.0, Synergy_Loewe=-13.0, Synergy_HSA=-12.4. (2) Drug 1: CC(C1=C(C=CC(=C1Cl)F)Cl)OC2=C(N=CC(=C2)C3=CN(N=C3)C4CCNCC4)N. Drug 2: CS(=O)(=O)OCCCCOS(=O)(=O)C. Cell line: SF-539. Synergy scores: CSS=4.18, Synergy_ZIP=-2.33, Synergy_Bliss=-1.45, Synergy_Loewe=-2.93, Synergy_HSA=-1.83.